From a dataset of Catalyst prediction with 721,799 reactions and 888 catalyst types from USPTO. Predict which catalyst facilitates the given reaction. (1) Reactant: C([Li])CCC.[CH3:6][O:7][CH2:8][O:9][C:10]1[CH:15]=[CH:14][CH:13]=[C:12]([O:16][CH2:17][O:18][CH3:19])[CH:11]=1.[I:20]I. Product: [I:20][C:11]1[C:12]([O:16][CH2:17][O:18][CH3:19])=[CH:13][CH:14]=[CH:15][C:10]=1[O:9][CH2:8][O:7][CH3:6]. The catalyst class is: 1. (2) Reactant: C(OC([NH:8][CH2:9][CH2:10][CH2:11][CH2:12][CH2:13][CH2:14][O:15][C:16]1[CH:17]=[N:18][CH:19]=[CH:20][CH:21]=1)=O)(C)(C)C.[ClH:22]. Product: [ClH:22].[NH2:8][CH2:9][CH2:10][CH2:11][CH2:12][CH2:13][CH2:14][O:15][C:16]1[CH:17]=[N:18][CH:19]=[CH:20][CH:21]=1. The catalyst class is: 27. (3) Reactant: [CH3:1][C:2]1([CH3:16])[C:6]([CH3:8])([CH3:7])[O:5][B:4]([C:9]2[CH:14]=[CH:13][C:12]([NH2:15])=[CH:11][CH:10]=2)[O:3]1.C(N(CC)CC)C.ClC(Cl)(O[C:28](=O)[O:29][C:30](Cl)(Cl)Cl)Cl.C[O:37][C:38]1[N:43]=[C:42]([NH2:44])[CH:41]=[N:40][CH:39]=1. Product: [CH3:30][O:29][C:28]1[N:44]=[C:42]([NH:43][C:38]([NH:15][C:12]2[CH:13]=[CH:14][C:9]([B:4]3[O:3][C:2]([CH3:16])([CH3:1])[C:6]([CH3:7])([CH3:8])[O:5]3)=[CH:10][CH:11]=2)=[O:37])[CH:41]=[N:40][CH:39]=1. The catalyst class is: 34. (4) Product: [Br:1][C:2]1[CH:3]=[CH:4][C:5]2[N:17]=[C:18]([CH3:19])[N:8]([CH2:9][C:10]3[CH:15]=[CH:14][CH:13]=[C:12]([F:16])[CH:11]=3)[C:6]=2[CH:7]=1. The catalyst class is: 6. Reactant: [Br:1][C:2]1[CH:7]=[C:6]([NH:8][CH2:9][C:10]2[CH:15]=[CH:14][CH:13]=[C:12]([F:16])[CH:11]=2)[C:5]([NH2:17])=[CH:4][CH:3]=1.[C:18](O)(=O)[CH3:19]. (5) Reactant: [CH3:1][S:2]([C:5]1[CH:10]=[CH:9][C:8]([NH:11][C:12]2[C:13]3[N:14]([C:18]([C:21]#[C:22][Si](C)(C)C)=[CH:19][N:20]=3)[CH:15]=[CH:16][CH:17]=2)=[CH:7][CH:6]=1)(=[O:4])=[O:3].[F-].C([N+](CCCC)(CCCC)CCCC)CCC.CO.C(Cl)Cl. Product: [C:21]([C:18]1[N:14]2[CH:15]=[CH:16][CH:17]=[C:12]([NH:11][C:8]3[CH:9]=[CH:10][C:5]([S:2]([CH3:1])(=[O:4])=[O:3])=[CH:6][CH:7]=3)[C:13]2=[N:20][CH:19]=1)#[CH:22]. The catalyst class is: 1. (6) Reactant: [OH:1][CH2:2][C:3]([C:6]1[S:10][C:9]([NH:11][C:12](=[O:30])[CH:13]([NH:17][CH:18]2[CH2:27][CH2:26][C:25]3[C:20](=[C:21]([F:29])[CH:22]=[C:23]([F:28])[CH:24]=3)[CH2:19]2)[CH2:14][CH2:15][CH3:16])=[N:8][N:7]=1)([CH3:5])[CH3:4].CC(OI1(OC(C)=O)(OC(C)=O)OC(=O)C2C=CC=CC1=2)=O.CS(C)=O. Product: [CH3:4][C:3]([C:6]1[S:10][C:9]([NH:11][C:12](=[O:30])[CH:13]([NH:17][CH:18]2[CH2:27][CH2:26][C:25]3[C:20](=[C:21]([F:29])[CH:22]=[C:23]([F:28])[CH:24]=3)[CH2:19]2)[CH2:14][CH2:15][CH3:16])=[N:8][N:7]=1)([CH3:5])[CH:2]=[O:1]. The catalyst class is: 2. (7) Product: [C:1]([O-:12])(=[O:11])[CH2:2][CH2:3][CH2:4][CH2:5][CH2:6][CH2:7][CH2:8][CH2:9][CH3:10].[Ca+2:20].[C:1]([O-:12])(=[O:11])[CH2:2][CH2:3][CH2:4][CH2:5][CH2:6][CH2:7][CH2:8][CH2:9][CH3:10]. The catalyst class is: 6. Reactant: [C:1]([OH:12])(=[O:11])[CH2:2][CH2:3][CH2:4][CH2:5][CH2:6][CH2:7][CH2:8][CH2:9][CH3:10].C(O)C.C(=O)([O-])[O-].[Ca+2:20].